This data is from Merck oncology drug combination screen with 23,052 pairs across 39 cell lines. The task is: Regression. Given two drug SMILES strings and cell line genomic features, predict the synergy score measuring deviation from expected non-interaction effect. (1) Drug 1: CCC1=CC2CN(C1)Cc1c([nH]c3ccccc13)C(C(=O)OC)(c1cc3c(cc1OC)N(C)C1C(O)(C(=O)OC)C(OC(C)=O)C4(CC)C=CCN5CCC31C54)C2. Drug 2: O=C(CCCCCCC(=O)Nc1ccccc1)NO. Cell line: SW620. Synergy scores: synergy=-11.4. (2) Drug 1: CCC1(O)CC2CN(CCc3c([nH]c4ccccc34)C(C(=O)OC)(c3cc4c(cc3OC)N(C)C3C(O)(C(=O)OC)C(OC(C)=O)C5(CC)C=CCN6CCC43C65)C2)C1. Drug 2: COC1CC2CCC(C)C(O)(O2)C(=O)C(=O)N2CCCCC2C(=O)OC(C(C)CC2CCC(OP(C)(C)=O)C(OC)C2)CC(=O)C(C)C=C(C)C(O)C(OC)C(=O)C(C)CC(C)C=CC=CC=C1C. Cell line: UWB1289. Synergy scores: synergy=-13.0. (3) Drug 1: CN(Cc1cnc2nc(N)nc(N)c2n1)c1ccc(C(=O)NC(CCC(=O)O)C(=O)O)cc1. Drug 2: N#Cc1ccc(Cn2cncc2CN2CCN(c3cccc(Cl)c3)C(=O)C2)cc1. Cell line: NCIH520. Synergy scores: synergy=-4.50.